Dataset: Full USPTO retrosynthesis dataset with 1.9M reactions from patents (1976-2016). Task: Predict the reactants needed to synthesize the given product. (1) Given the product [O:23]1[CH2:24][CH:21]([N:18]2[CH2:19][CH2:20][CH:15]([C:12]3[CH:13]=[CH:14][C:9]([NH:8][C:4]4[N:5]=[CH:6][N:7]=[C:2]([C:37]5[CH:38]=[CH:39][C:32]([O:31][CH:28]6[CH2:29][CH2:30][O:25][CH2:26][CH2:27]6)=[C:33]([CH:36]=5)[C:34]#[N:35])[N:3]=4)=[CH:10][CH:11]=3)[CH2:16][CH2:17]2)[CH2:22]1, predict the reactants needed to synthesize it. The reactants are: Cl[C:2]1[N:7]=[CH:6][N:5]=[C:4]([NH:8][C:9]2[CH:14]=[CH:13][C:12]([CH:15]3[CH2:20][CH2:19][N:18]([CH:21]4[CH2:24][O:23][CH2:22]4)[CH2:17][CH2:16]3)=[CH:11][CH:10]=2)[N:3]=1.[O:25]1[CH2:30][CH2:29][CH:28]([O:31][C:32]2[CH:39]=[CH:38][C:37](B3OC(C)(C)C(C)(C)O3)=[CH:36][C:33]=2[C:34]#[N:35])[CH2:27][CH2:26]1.C(=O)([O-])[O-].[Na+].[Na+]. (2) Given the product [Cl:1][C:2]1[CH:20]=[C:19]([Cl:21])[CH:18]=[CH:17][C:3]=1[CH2:4][CH2:5][NH:6][C:7]([C:8]1[CH:13]=[CH:12][C:11]([O:14][C:29]2[CH:28]=[CH:27][C:26]([CH2:31][C:32]([O:34][C:35]([CH3:36])([CH3:38])[CH3:37])=[O:33])=[CH:25][C:24]=2[C:22]#[N:23])=[CH:10][C:9]=1[F:15])=[O:16], predict the reactants needed to synthesize it. The reactants are: [Cl:1][C:2]1[CH:20]=[C:19]([Cl:21])[CH:18]=[CH:17][C:3]=1[CH2:4][CH2:5][NH:6][C:7](=[O:16])[C:8]1[CH:13]=[CH:12][C:11]([OH:14])=[CH:10][C:9]=1[F:15].[C:22]([C:24]1[CH:25]=[C:26]([CH2:31][C:32]([O:34][C:35]([CH3:38])([CH3:37])[CH3:36])=[O:33])[CH:27]=[CH:28][C:29]=1F)#[N:23].C([O-])([O-])=O.[K+].[K+]. (3) Given the product [CH3:14][C:13]1([CH3:15])[O:1][C@H:2]([C@H:6]([CH3:10])[C:7]([OH:9])=[O:8])[C:3](=[O:5])[O:4]1, predict the reactants needed to synthesize it. The reactants are: [OH:1][C@H:2]([C@H:6]([CH3:10])[C:7]([OH:9])=[O:8])[C:3]([OH:5])=[O:4].CO[C:13](OC)([CH3:15])[CH3:14]. (4) Given the product [NH2:1][C:2]1[N:6]([CH3:7])[C:5](=[O:8])[C:4]([C:9]2[CH:14]=[CH:13][CH:12]=[C:11]([C:15]3[C:16]([F:21])=[N:17][CH:18]=[CH:19][CH:20]=3)[CH:10]=2)([C:22]2[CH:26]=[C:25]([C:27](=[O:28])[CH2:32][CH3:33])[S:24][CH:23]=2)[N:3]=1, predict the reactants needed to synthesize it. The reactants are: [NH2:1][C:2]1[N:6]([CH3:7])[C:5](=[O:8])[C:4]([C:22]2[CH:26]=[C:25]([C:27]3([CH2:32][CH3:33])OCC[O:28]3)[S:24][CH:23]=2)([C:9]2[CH:14]=[CH:13][CH:12]=[C:11]([C:15]3[C:16]([F:21])=[N:17][CH:18]=[CH:19][CH:20]=3)[CH:10]=2)[N:3]=1.[OH-].[Na+]. (5) Given the product [CH3:22][O:21][C:18]1[CH:19]=[CH:20][C:15]([CH2:14][NH:11][C:12]([NH:1][C:2]2[CH:10]=[CH:9][C:5]3[NH:6][CH:7]=[N:8][C:4]=3[CH:3]=2)=[S:13])=[CH:16][CH:17]=1, predict the reactants needed to synthesize it. The reactants are: [NH2:1][C:2]1[CH:10]=[CH:9][C:5]2[NH:6][CH:7]=[N:8][C:4]=2[CH:3]=1.[N:11]([CH2:14][C:15]1[CH:20]=[CH:19][C:18]([O:21][CH3:22])=[CH:17][CH:16]=1)=[C:12]=[S:13]. (6) The reactants are: [F:1][C:2]1[CH:7]=[CH:6][CH:5]=[C:4]([F:8])[C:3]=1[N:9]1[C:14]2[N:15]=[C:16](S(C)(=O)=O)[N:17]=[C:18]([C:19]3[CH:20]=[C:21]([NH:26][C:27]([C:29]4[S:30][CH:31]=[CH:32][CH:33]=4)=[O:28])[CH:22]=[CH:23][C:24]=3[CH3:25])[C:13]=2[CH:12]=[CH:11][C:10]1=[O:38].[NH:39]1[CH2:44][CH2:43][CH:42]([NH:45]C(=O)OC(C)(C)C)[CH2:41][CH2:40]1. Given the product [NH2:45][CH:42]1[CH2:43][CH2:44][N:39]([C:16]2[N:17]=[C:18]([C:19]3[CH:20]=[C:21]([NH:26][C:27]([C:29]4[S:30][CH:31]=[CH:32][CH:33]=4)=[O:28])[CH:22]=[CH:23][C:24]=3[CH3:25])[C:13]3[CH:12]=[CH:11][C:10](=[O:38])[N:9]([C:3]4[C:4]([F:8])=[CH:5][CH:6]=[CH:7][C:2]=4[F:1])[C:14]=3[N:15]=2)[CH2:40][CH2:41]1, predict the reactants needed to synthesize it. (7) Given the product [CH:1]1([CH:7]([C:19]2[CH:23]=[C:22]([C:24]3[CH:25]=[CH:26][C:27]([O:30][CH3:31])=[CH:28][CH:29]=3)[O:21][C:20]=2[CH3:32])[O:8][C:9]2[CH:18]=[CH:17][C:12]([C:13]([OH:15])=[O:14])=[CH:11][CH:10]=2)[CH2:6][CH2:5][CH2:4][CH2:3][CH2:2]1, predict the reactants needed to synthesize it. The reactants are: [CH:1]1([CH:7]([C:19]2[CH:23]=[C:22]([C:24]3[CH:29]=[CH:28][C:27]([O:30][CH3:31])=[CH:26][CH:25]=3)[O:21][C:20]=2[CH3:32])[O:8][C:9]2[CH:18]=[CH:17][C:12]([C:13]([O:15]C)=[O:14])=[CH:11][CH:10]=2)[CH2:6][CH2:5][CH2:4][CH2:3][CH2:2]1.[OH-].[Na+].O.Cl.